Predict the reaction yield, written as a fraction of the theoretical maximum amount of product (1.0 means a 100% yield; for example, 0.34 means a 34% yield). From a dataset of Reaction yield outcomes from USPTO patents with 853,638 reactions. The yield is 0.910. The reactants are [C:1]1([C:7]2[C:8]([OH:24])=[N:9][N:10]3[C:15]([C:16]([F:19])([F:18])[F:17])=[CH:14][C:13]([C:20]([F:23])([F:22])[F:21])=[N:12][C:11]=23)[CH:6]=[CH:5][CH:4]=[CH:3][CH:2]=1.C(N(CC)CC)C.[F:32][C:33]([F:46])([F:45])[S:34](O[S:34]([C:33]([F:46])([F:45])[F:32])(=[O:36])=[O:35])(=[O:36])=[O:35].O. The catalyst is C(Cl)Cl. The product is [F:32][C:33]([F:46])([F:45])[S:34]([O:24][C:8]1[C:7]([C:1]2[CH:2]=[CH:3][CH:4]=[CH:5][CH:6]=2)=[C:11]2[N:12]=[C:13]([C:20]([F:23])([F:22])[F:21])[CH:14]=[C:15]([C:16]([F:17])([F:18])[F:19])[N:10]2[N:9]=1)(=[O:36])=[O:35].